From a dataset of Forward reaction prediction with 1.9M reactions from USPTO patents (1976-2016). Predict the product of the given reaction. (1) Given the reactants [O:1]=[CH:2][C@H:3]([C@H:5]([C@@H:7]([CH2:9][OH:10])[OH:8])[OH:6])[OH:4].[O:11]=[CH:12][C@@H:13]([C@H:15]([C@@H:17]([C@@H:19]([CH2:21][OH:22])[OH:20])[OH:18])[OH:16])[OH:14], predict the reaction product. The product is: [CH2:9]([OH:10])[C@@H:7]([OH:8])[CH:5]([OH:6])[C@H:3]([OH:4])[CH2:2][OH:1].[O:11]=[CH:12][C@@H:13]([C@H:15]([C@@H:17]([C@@H:19]([CH2:21][OH:22])[OH:20])[OH:18])[OH:16])[OH:14]. (2) Given the reactants [CH3:1][O:2][C:3]1[CH:4]=[CH:5][C:6]2[NH:12][C:11](=[O:13])[N:10]([CH:14]3[CH2:19][CH2:18][NH:17][CH2:16][CH2:15]3)[CH2:9][CH2:8][C:7]=2[CH:20]=1.Cl[C:22]1[N:27]=[CH:26][N:25]=[C:24]([O:28][C:29]2[CH:38]=[N:37][C:36]3[C:31](=[CH:32][CH:33]=[CH:34][CH:35]=3)[N:30]=2)[CH:23]=1.CCN(C(C)C)C(C)C, predict the reaction product. The product is: [CH3:1][O:2][C:3]1[CH:4]=[CH:5][C:6]2[NH:12][C:11](=[O:13])[N:10]([CH:14]3[CH2:19][CH2:18][N:17]([C:22]4[CH:23]=[C:24]([O:28][C:29]5[CH:38]=[N:37][C:36]6[C:31](=[CH:32][CH:33]=[CH:34][CH:35]=6)[N:30]=5)[N:25]=[CH:26][N:27]=4)[CH2:16][CH2:15]3)[CH2:9][CH2:8][C:7]=2[CH:20]=1. (3) The product is: [CH:37]1([CH2:38][C@@H:33]([C:27]([NH:9][NH:8][C:7]2[C:2]([F:1])=[C:3]([N:11]3[CH2:16][CH2:15][O:14][CH2:13][C@@H:12]3[CH3:17])[N:4]=[C:5]([CH3:10])[N:6]=2)=[O:26])[CH2:34][N:30]([OH:29])[CH:46]=[O:47])[CH2:36][CH2:20][CH2:18][CH2:19]1. Given the reactants [F:1][C:2]1[C:3]([N:11]2[CH2:16][CH2:15][O:14][CH2:13][C@@H:12]2[CH3:17])=[N:4][C:5]([CH3:10])=[N:6][C:7]=1[NH:8][NH2:9].[CH:18](O)([CH3:20])[CH3:19].CN1C[CH2:27][O:26]CC1.[OH:29][N:30]1[C:34]2N=[CH:36][CH:37]=[CH:38][C:33]=2N=N1.C(Cl)CCl.CN([CH:46]=[O:47])C, predict the reaction product. (4) Given the reactants [C:1]([C:5]1[CH:10]=[CH:9][C:8](OS(C(F)(F)F)(=O)=O)=[C:7]([N+:19]([O-:21])=[O:20])[CH:6]=1)([CH3:4])([CH3:3])[CH3:2].C(N(CC)CC)C.[CH3:29][Si:30]([C:33]#[CH:34])([CH3:32])[CH3:31], predict the reaction product. The product is: [C:1]([C:5]1[CH:10]=[CH:9][C:8]([C:34]#[C:33][Si:30]([CH3:32])([CH3:31])[CH3:29])=[C:7]([N+:19]([O-:21])=[O:20])[CH:6]=1)([CH3:4])([CH3:3])[CH3:2]. (5) Given the reactants [NH:1]1[CH2:9][CH2:8][CH:4]([C:5]([NH2:7])=O)[CH2:3][CH2:2]1.[C:10](O[C:10]([O:12][C:13]([CH3:16])([CH3:15])[CH3:14])=[O:11])([O:12][C:13]([CH3:16])([CH3:15])[CH3:14])=[O:11].O1CCOCC1, predict the reaction product. The product is: [C:5]([CH:4]1[CH2:8][CH2:9][N:1]([C:10]([O:12][C:13]([CH3:16])([CH3:15])[CH3:14])=[O:11])[CH2:2][CH2:3]1)#[N:7]. (6) The product is: [CH2:15]1[C:16]2[C:21](=[CH:20][CH:19]=[CH:18][CH:17]=2)[CH2:22][CH:14]1[NH:13][C:3]1[CH:2]=[CH:12][C:6]([C:7]([O:9][CH2:10][CH3:11])=[O:8])=[CH:5][N:4]=1. Given the reactants Cl[C:2]1[C:3]([NH:13][CH:14]2[CH2:22][C:21]3[C:16](=[CH:17][CH:18]=[CH:19][CH:20]=3)[CH2:15]2)=[N:4][CH:5]=[C:6]([CH:12]=1)[C:7]([O:9][CH2:10][CH3:11])=[O:8].C([O-])=O.[NH4+], predict the reaction product. (7) Given the reactants [F:1][C:2]1[C:11]([F:12])=[CH:10][C:9]([CH:13]=O)=[C:8]2[C:3]=1[C:4](=[O:16])[CH:5]=[C:6]([CH3:15])[O:7]2.[C:17]([CH:19]=[C:20]([O-])[CH3:21])#[N:18].[Na+].[NH2:24][C:25](=[CH:27][C:28](=[O:34])[CH2:29][CH2:30][CH:31]([CH3:33])[CH3:32])[CH3:26].C(O)(=O)C, predict the reaction product. The product is: [F:1][C:2]1[C:11]([F:12])=[CH:10][C:9]([CH:13]2[C:27]([C:28](=[O:34])[CH2:29][CH2:30][CH:31]([CH3:32])[CH3:33])=[C:25]([CH3:26])[NH:24][C:20]([CH3:21])=[C:19]2[C:17]#[N:18])=[C:8]2[C:3]=1[C:4](=[O:16])[CH:5]=[C:6]([CH3:15])[O:7]2.